Dataset: Full USPTO retrosynthesis dataset with 1.9M reactions from patents (1976-2016). Task: Predict the reactants needed to synthesize the given product. (1) Given the product [CH2:1]([O:8][NH:9][C:10]([NH:30][C:27]([C:23]1[CH:22]=[C:21]([S:20][CH3:19])[CH:26]=[CH:25][N:24]=1)([CH3:28])[CH3:29])=[O:18])[C:2]1[CH:3]=[CH:4][CH:5]=[CH:6][CH:7]=1, predict the reactants needed to synthesize it. The reactants are: [CH2:1]([O:8][NH:9][C:10](=[O:18])OC1C=CC=CC=1)[C:2]1[CH:7]=[CH:6][CH:5]=[CH:4][CH:3]=1.[CH3:19][S:20][C:21]1[CH:26]=[CH:25][N:24]=[C:23]([C:27]([NH2:30])([CH3:29])[CH3:28])[CH:22]=1. (2) Given the product [OH:27][C:26]1[CH:25]=[CH:24][C:6]([CH2:7][C:8]2[C:9]([CH3:23])=[CH:10][C:11]([NH:12][C:13](=[O:19])[C:14]([OH:16])=[O:15])=[CH:20][C:21]=2[CH3:22])=[CH:5][C:4]=1[CH:1]([CH3:3])[CH3:2], predict the reactants needed to synthesize it. The reactants are: [CH:1]([C:4]1[CH:5]=[C:6]([CH:24]=[CH:25][C:26]=1[O:27]C)[CH2:7][C:8]1[C:21]([CH3:22])=[CH:20][C:11]([NH:12][C:13](=[O:19])[C:14]([O:16]CC)=[O:15])=[CH:10][C:9]=1[CH3:23])([CH3:3])[CH3:2].B(Br)(Br)Br.